From a dataset of Full USPTO retrosynthesis dataset with 1.9M reactions from patents (1976-2016). Predict the reactants needed to synthesize the given product. (1) Given the product [Cl:11][C:12]1[C:24]([Cl:25])=[CH:23][CH:22]=[CH:21][C:13]=1[C:14]([NH:16][CH2:17][CH2:18][N:19]([CH:8]=[O:10])[OH:20])=[O:15], predict the reactants needed to synthesize it. The reactants are: C(OC(=O)C)(=O)C.[CH:8]([OH:10])=O.[Cl:11][C:12]1[C:24]([Cl:25])=[CH:23][CH:22]=[CH:21][C:13]=1[C:14]([NH:16][CH2:17][CH2:18][NH:19][OH:20])=[O:15]. (2) Given the product [N+:15]([C:12]1[CH:13]=[CH:14][C:6]2[CH:5]([CH2:4][N+:1]([O-:3])=[O:2])[O:9][B:8]([OH:10])[C:7]=2[CH:11]=1)([O-:17])=[O:16], predict the reactants needed to synthesize it. The reactants are: [N+:1]([CH2:4][CH:5]1[O:9][B:8]([OH:10])[C:7]2[CH:11]=[CH:12][CH:13]=[CH:14][C:6]1=2)([O-:3])=[O:2].[N+:15]([O-])([OH:17])=[O:16].